Dataset: Forward reaction prediction with 1.9M reactions from USPTO patents (1976-2016). Task: Predict the product of the given reaction. (1) Given the reactants [NH:1]1[C:5]2[CH:6]=[CH:7][CH:8]=[CH:9][C:4]=2[N:3]=[C:2]1[CH2:10][N:11]([CH:21]1[C:30]2[N:29]=[CH:28][CH:27]=[CH:26][C:25]=2[CH2:24][CH2:23][CH2:22]1)[CH2:12][C:13]1[CH:18]=[CH:17][C:16]([CH2:19][NH2:20])=[CH:15][CH:14]=1.[CH:31](N(CC)C(C)C)([CH3:33])[CH3:32].C(Br)C=C, predict the reaction product. The product is: [CH2:33]([NH:20][CH2:19][C:16]1[CH:15]=[CH:14][C:13]([CH2:12][N:11]([CH2:10][C:2]2[NH:3][C:4]3[CH:9]=[CH:8][CH:7]=[CH:6][C:5]=3[N:1]=2)[CH:21]2[C:30]3[N:29]=[CH:28][CH:27]=[CH:26][C:25]=3[CH2:24][CH2:23][CH2:22]2)=[CH:18][CH:17]=1)[CH:31]=[CH2:32]. (2) Given the reactants [Si]([O:8][CH2:9][C:10]1([CH3:36])[S:16][CH2:15][CH2:14][N:13]2[C:17]([C:20]3([C:23]4[CH:28]=[CH:27][C:26]([C:29]5[C:34]([CH3:35])=[CH:33][CH:32]=[CH:31][N:30]=5)=[CH:25][CH:24]=4)[CH2:22][CH2:21]3)=[N:18][N:19]=[C:12]2[CH2:11]1)(C(C)(C)C)(C)C.Cl, predict the reaction product. The product is: [CH3:36][C:10]1([CH2:9][OH:8])[S:16][CH2:15][CH2:14][N:13]2[C:17]([C:20]3([C:23]4[CH:28]=[CH:27][C:26]([C:29]5[C:34]([CH3:35])=[CH:33][CH:32]=[CH:31][N:30]=5)=[CH:25][CH:24]=4)[CH2:22][CH2:21]3)=[N:18][N:19]=[C:12]2[CH2:11]1. (3) Given the reactants [CH3:1][C:2]1([CH3:24])[C:6]([CH3:8])([CH3:7])[O:5][B:4]([C:9]2[CH2:15][CH:14]3[N:16]([C:17]([O:19]C(C)(C)C)=[O:18])[CH:11]([CH2:12][CH2:13]3)[CH:10]=2)[O:3]1.O1CCOCC1.Cl.[CH2:32](OC(ON1C(=O)CCC1=O)=O)[C:33]1[CH:38]=[CH:37][CH:36]=[CH:35][CH:34]=1.C(N(CC)CC)C, predict the reaction product. The product is: [CH3:24][C:2]1([CH3:1])[C:6]([CH3:8])([CH3:7])[O:5][B:4]([C:9]2[CH2:15][CH:14]3[N:16]([C:17]([O:19][CH2:32][C:33]4[CH:38]=[CH:37][CH:36]=[CH:35][CH:34]=4)=[O:18])[CH:11]([CH2:12][CH2:13]3)[CH:10]=2)[O:3]1.